From a dataset of NCI-60 drug combinations with 297,098 pairs across 59 cell lines. Regression. Given two drug SMILES strings and cell line genomic features, predict the synergy score measuring deviation from expected non-interaction effect. Drug 1: C1CN1P(=S)(N2CC2)N3CC3. Drug 2: C1=NNC2=C1C(=O)NC=N2. Cell line: T-47D. Synergy scores: CSS=10.4, Synergy_ZIP=0.166, Synergy_Bliss=1.90, Synergy_Loewe=-0.434, Synergy_HSA=1.95.